The task is: Predict the reaction yield, written as a fraction of the theoretical maximum amount of product (1.0 means a 100% yield; for example, 0.34 means a 34% yield).. This data is from Reaction yield outcomes from USPTO patents with 853,638 reactions. (1) The reactants are C([O:8][N:9]([CH2:22][C:23]([NH:25][C@H:26]([C:28]1[CH:33]=[CH:32][C:31]([CH3:34])=[CH:30][CH:29]=1)[CH3:27])=[O:24])[C:10]([NH:12][C:13]1[CH:18]=[CH:17][C:16]([C:19](=[NH:21])[NH2:20])=[CH:15][CH:14]=1)=[O:11])C1C=CC=CC=1.C([O-])=O.[NH4+]. The catalyst is CO.[Pd]. The product is [C:19]([C:16]1[CH:15]=[CH:14][C:13]([NH:12][C:10](=[O:11])[N:9]([CH2:22][C:23]([NH:25][C@H:26]([C:28]2[CH:33]=[CH:32][C:31]([CH3:34])=[CH:30][CH:29]=2)[CH3:27])=[O:24])[OH:8])=[CH:18][CH:17]=1)(=[NH:20])[NH2:21]. The yield is 0.570. (2) The yield is 0.930. The reactants are [CH2:1]([C:8]1[CH:9]=[CH:10][C:11]2[O:15][C:14]([C:16]3[CH:23]=[CH:22][C:21]([CH2:24][OH:25])=[CH:20][C:17]=3[C:18]#[N:19])=[CH:13][C:12]=2[CH:26]=1)[C:2]1[CH:7]=[CH:6][CH:5]=[CH:4][CH:3]=1. The catalyst is C(#N)C.CCC[N+](CCC)(CCC)CCC.[O-][Ru](=O)(=O)=O. The product is [CH2:1]([C:8]1[CH:9]=[CH:10][C:11]2[O:15][C:14]([C:16]3[CH:23]=[CH:22][C:21]([CH:24]=[O:25])=[CH:20][C:17]=3[C:18]#[N:19])=[CH:13][C:12]=2[CH:26]=1)[C:2]1[CH:7]=[CH:6][CH:5]=[CH:4][CH:3]=1. (3) The reactants are [Br:1][C:2]1[CH:3]=[C:4]2[C:8](=[CH:9][CH:10]=1)[NH:7][CH2:6][CH2:5]2.[C:11]([O:15][C:16](OC([O-])=O)=[O:17])([CH3:14])([CH3:13])[CH3:12]. The catalyst is C(Cl)Cl. The product is [C:11]([O:15][C:16]([N:7]1[C:8]2[C:4](=[CH:3][C:2]([Br:1])=[CH:10][CH:9]=2)[CH2:5][CH2:6]1)=[O:17])([CH3:14])([CH3:13])[CH3:12]. The yield is 0.890. (4) The reactants are [O:1]=[C:2]1[C:7]([CH2:8][C:9]2[CH:14]=[CH:13][C:12]([C:15]3[C:16]([C:21]#[N:22])=[CH:17][CH:18]=[CH:19][CH:20]=3)=[CH:11][CH:10]=2)=[C:6]([CH2:23][CH2:24][CH3:25])[N:5]2[N:26]=[CH:27][CH:28]=[C:4]2[N:3]1[C@H:29]1[CH2:34][CH2:33][C@H:32]([O:35][CH2:36][C:37](=[O:39])[CH3:38])[CH2:31][CH2:30]1.[CH:40](N(C(C)C)CC)(C)C.FC(F)(F)S(O[Si:55]([C:58]([CH3:61])([CH3:60])[CH3:59])([CH3:57])[CH3:56])(=O)=O.C(=O)([O-])O.[Na+]. The catalyst is C(Cl)Cl.C(OCC)(=O)C. The product is [Si:55]([O:39][C:37]1([CH2:36][O:35][C@H:32]2[CH2:31][CH2:30][C@H:29]([N:3]3[C:2](=[O:1])[C:7]([CH2:8][C:9]4[CH:10]=[CH:11][C:12]([C:15]5[C:16]([C:21]#[N:22])=[CH:17][CH:18]=[CH:19][CH:20]=5)=[CH:13][CH:14]=4)=[C:6]([CH2:23][CH2:24][CH3:25])[N:5]4[N:26]=[CH:27][CH:28]=[C:4]34)[CH2:34][CH2:33]2)[CH2:40][CH2:38]1)([C:58]([CH3:61])([CH3:60])[CH3:59])([CH3:57])[CH3:56]. The yield is 0.680. (5) The reactants are [O:1]=[C:2]1[C:10]2[C:5](=[CH:6][CH:7]=[CH:8][CH:9]=2)[C:4](=[O:11])[N:3]1[CH2:12][CH2:13][CH2:14][CH2:15][C:16]1[CH:21]=[CH:20][C:19]([S:22](Cl)(=[O:24])=[O:23])=[CH:18][CH:17]=1.CN1CCOCC1.[NH2:33][C@@H:34]([CH:38]([CH3:40])[CH3:39])[C:35]([NH2:37])=[O:36]. The catalyst is CN(C=O)C. The product is [O:1]=[C:2]1[C:10]2[C:5](=[CH:6][CH:7]=[CH:8][CH:9]=2)[C:4](=[O:11])[N:3]1[CH2:12][CH2:13][CH2:14][CH2:15][C:16]1[CH:21]=[CH:20][C:19]([S:22]([NH:33][C@@H:34]([CH:38]([CH3:40])[CH3:39])[C:35]([NH2:37])=[O:36])(=[O:24])=[O:23])=[CH:18][CH:17]=1. The yield is 0.730. (6) The reactants are Br[C:2]1[CH:7]=[CH:6][C:5]([N:8]2[C:12]([CH2:13][C@@H:14]3[CH2:18][CH2:17][N:16]([C:19]([CH:21]4[CH2:23][CH2:22]4)=[O:20])[CH2:15]3)=[N:11][NH:10][C:9]2=[O:24])=[CH:4][CH:3]=1.[N:25]1[CH:26]=[CH:27][N:28]2[CH:33]=[CH:32][C:31](B(O)O)=[CH:30][C:29]=12.P([O-])([O-])([O-])=O.[K+].[K+].[K+]. The catalyst is C(O)C.O.C1C=CC([P]([Pd]([P](C2C=CC=CC=2)(C2C=CC=CC=2)C2C=CC=CC=2)([P](C2C=CC=CC=2)(C2C=CC=CC=2)C2C=CC=CC=2)[P](C2C=CC=CC=2)(C2C=CC=CC=2)C2C=CC=CC=2)(C2C=CC=CC=2)C2C=CC=CC=2)=CC=1. The product is [CH:21]1([C:19]([N:16]2[CH2:17][CH2:18][C@@H:14]([CH2:13][C:12]3[N:8]([C:5]4[CH:6]=[CH:7][C:2]([C:31]5[CH:32]=[CH:33][N:28]6[CH:27]=[CH:26][N:25]=[C:29]6[CH:30]=5)=[CH:3][CH:4]=4)[C:9](=[O:24])[NH:10][N:11]=3)[CH2:15]2)=[O:20])[CH2:23][CH2:22]1. The yield is 0.486. (7) The reactants are [CH2:1]([C:5]1[N:10]=[C:9]([CH3:11])[N:8]([C:12]2[N:17]=[CH:16][C:15]([O:18]CC3C=CC=CC=3)=[CH:14][N:13]=2)[C:7](=[O:26])[C:6]=1[CH2:27][C:28]1[CH:33]=[C:32]([CH2:34][CH2:35][CH3:36])[C:31]([O:37][Si:38]([C:41]([CH3:44])([CH3:43])[CH3:42])([CH3:40])[CH3:39])=[C:30]([CH2:45][CH2:46][CH3:47])[CH:29]=1)[CH2:2][CH2:3][CH3:4].[H][H].C(OCC)(=O)C. The catalyst is CO.[C].[Pd]. The product is [CH2:1]([C:5]1[N:10]=[C:9]([CH3:11])[N:8]([C:12]2[N:13]=[CH:14][C:15]([OH:18])=[CH:16][N:17]=2)[C:7](=[O:26])[C:6]=1[CH2:27][C:28]1[CH:33]=[C:32]([CH2:34][CH2:35][CH3:36])[C:31]([O:37][Si:38]([C:41]([CH3:44])([CH3:43])[CH3:42])([CH3:39])[CH3:40])=[C:30]([CH2:45][CH2:46][CH3:47])[CH:29]=1)[CH2:2][CH2:3][CH3:4]. The yield is 0.720. (8) The reactants are [CH:1]1[C:13]2[N:12]([C:14](=[O:23])[CH2:15][C@@H:16]([CH2:20][CH2:21][CH3:22])[C:17](O)=[O:18])[C:11]3[C:6](=[CH:7][CH:8]=[CH:9][CH:10]=3)[C:5]=2[CH:4]=[CH:3][CH:2]=1.[C:24]([O:28][C:29](=[O:37])[CH2:30][CH:31]([NH2:36])[CH:32]([OH:35])[CH2:33][F:34])([CH3:27])([CH3:26])[CH3:25].C1C=CC2N(O)N=NC=2C=1.C(Cl)CCl. The catalyst is CN(C1C=CN=CC=1)C.C1COCC1. The product is [C:24]([O:28][C:29](=[O:37])[CH2:30][CH:31]([NH:36][C:17](=[O:18])[CH:16]([CH2:15][C:14]([N:12]1[C:11]2[CH:10]=[CH:9][CH:8]=[CH:7][C:6]=2[C:5]2[C:13]1=[CH:1][CH:2]=[CH:3][CH:4]=2)=[O:23])[CH2:20][CH2:21][CH3:22])[CH:32]([OH:35])[CH2:33][F:34])([CH3:27])([CH3:25])[CH3:26]. The yield is 0.530.